This data is from Reaction yield outcomes from USPTO patents with 853,638 reactions. The task is: Predict the reaction yield, written as a fraction of the theoretical maximum amount of product (1.0 means a 100% yield; for example, 0.34 means a 34% yield). The reactants are [CH3:1][C:2]1[O:6][N:5]=[C:4]([C:7](Cl)=[O:8])[CH:3]=1.[N-:10]=[N+:11]=[N-:12].[Na+]. The catalyst is CC(C)=O.O. The product is [CH3:1][C:2]1[O:6][N:5]=[C:4]([C:7]([N:10]=[N+:11]=[N-:12])=[O:8])[CH:3]=1. The yield is 0.920.